Dataset: Reaction yield outcomes from USPTO patents with 853,638 reactions. Task: Predict the reaction yield, written as a fraction of the theoretical maximum amount of product (1.0 means a 100% yield; for example, 0.34 means a 34% yield). (1) The yield is 0.630. The reactants are Cl[C:2]1[N:7]2[N:8]=[CH:9][C:10]([C:11]([O:13][CH2:14][CH3:15])=[O:12])=[C:6]2[N:5]=[CH:4][C:3]=1[C:16]([N:18]1[CH2:23][CH2:22][C:21]([CH3:30])([C:24]2[CH:29]=[CH:28][CH:27]=[CH:26][CH:25]=2)[CH2:20][CH2:19]1)=[O:17].[NH2:31][C:32]1[C:33]([CH3:38])=[CH:34][CH:35]=[CH:36][CH:37]=1. The product is [CH2:14]([O:13][C:11]([C:10]1[CH:9]=[N:8][N:7]2[C:2]([NH:31][C:32]3[CH:37]=[CH:36][CH:35]=[CH:34][C:33]=3[CH3:38])=[C:3]([C:16]([N:18]3[CH2:23][CH2:22][C:21]([CH3:30])([C:24]4[CH:29]=[CH:28][CH:27]=[CH:26][CH:25]=4)[CH2:20][CH2:19]3)=[O:17])[CH:4]=[N:5][C:6]=12)=[O:12])[CH3:15]. No catalyst specified. (2) The reactants are [C:1](=[O:4])([O-])[O-:2].[K+].[K+].[Cl:7][C:8]1[NH:12][N:11]=[C:10]([C:13]([F:16])([F:15])[F:14])[CH:9]=1.Cl[CH2:18][C:19]1[N:20]=[C:21]2[S:28][C:27]([CH3:29])=[C:26]([C:30]([NH:32][CH2:33][CH3:34])=[O:31])[N:22]2[C:23](=[O:25])[CH:24]=1. The catalyst is CC#N. The product is [C:1]([OH:2])([C:13]([F:16])([F:15])[F:14])=[O:4].[OH2:25].[Cl:7][C:8]1[N:12]([CH2:18][C:19]2[N:20]=[C:21]3[S:28][C:27]([CH3:29])=[C:26]([C:30]([NH:32][CH2:33][CH3:34])=[O:31])[N:22]3[C:23](=[O:25])[CH:24]=2)[N:11]=[C:10]([C:13]([F:16])([F:15])[F:14])[CH:9]=1. The yield is 0.000500. (3) The reactants are [CH:1]([C:3]1[NH:7][C:6]([CH3:8])=[C:5]([C:9]([OH:11])=[O:10])[C:4]=1[CH3:12])=O.[F:13][C:14]1[CH:15]=[C:16]2[C:20](=[CH:21][CH:22]=1)[NH:19][C:18](=[O:23])[CH2:17]2.C(O)C.N1CCCC1. The catalyst is C(O)(=O)C. The product is [F:13][C:14]1[CH:15]=[C:16]2[C:20](=[CH:21][CH:22]=1)[NH:19][C:18](=[O:23])/[C:17]/2=[CH:1]\[C:3]1[NH:7][C:6]([CH3:8])=[C:5]([C:9]([OH:11])=[O:10])[C:4]=1[CH3:12]. The yield is 0.790. (4) The reactants are [F:1][C:2]1[CH:7]=[CH:6][C:5]([F:8])=[CH:4][C:3]=1[CH2:9][C:10]([N:12]1[C:20]2[C:15](=[CH:16][C:17]([C:21]3[C:25]4[C:26]([NH2:31])=[N:27][CH:28]=[C:29](I)[C:24]=4[O:23][CH:22]=3)=[CH:18][CH:19]=2)[CH2:14][CH2:13]1)=[O:11].[CH3:32]B1OB(C)OB(C)O1.C([O-])([O-])=O.[K+].[K+].CO. The catalyst is O1CCOCC1.O.CCOC(C)=O.C1C=CC(P(C2C=CC=CC=2)[C-]2C=CC=C2)=CC=1.C1C=CC(P(C2C=CC=CC=2)[C-]2C=CC=C2)=CC=1.Cl[Pd]Cl.[Fe+2].C(Cl)Cl. The product is [F:1][C:2]1[CH:7]=[CH:6][C:5]([F:8])=[CH:4][C:3]=1[CH2:9][C:10]([N:12]1[C:20]2[C:15](=[CH:16][C:17]([C:21]3[C:25]4[C:26]([NH2:31])=[N:27][CH:28]=[C:29]([CH3:32])[C:24]=4[O:23][CH:22]=3)=[CH:18][CH:19]=2)[CH2:14][CH2:13]1)=[O:11]. The yield is 0.138.